From a dataset of Catalyst prediction with 721,799 reactions and 888 catalyst types from USPTO. Predict which catalyst facilitates the given reaction. (1) Reactant: Cl[C:2]1[C:3](=[O:16])[NH:4][C:5]2[C:10]([N:11]=1)=[CH:9][C:8]([C:12]([O:14][CH3:15])=[O:13])=[CH:7][CH:6]=2.[CH2:17]([NH:24][CH3:25])[C:18]1[CH:23]=[CH:22][CH:21]=[CH:20][CH:19]=1.CCN(C(C)C)C(C)C.O. Product: [CH2:17]([N:24]([CH3:25])[C:2]1[C:3](=[O:16])[NH:4][C:5]2[C:10]([N:11]=1)=[CH:9][C:8]([C:12]([O:14][CH3:15])=[O:13])=[CH:7][CH:6]=2)[C:18]1[CH:23]=[CH:22][CH:21]=[CH:20][CH:19]=1. The catalyst class is: 16. (2) The catalyst class is: 83. Reactant: [CH3:1][NH:2][NH2:3].Br[C:5]([CH3:12])([CH3:11])[C:6]([O:8][CH2:9][CH3:10])=[O:7].C(N(CC)C(C)C)(C)C.[F:22][C:23]1[C:30]([F:31])=[CH:29][CH:28]=[CH:27][C:24]=1[CH:25]=O. Product: [F:22][C:23]1[C:30]([F:31])=[CH:29][CH:28]=[CH:27][C:24]=1[CH:25]=[N:3][N:2]([C:5]([CH3:12])([CH3:11])[C:6]([O:8][CH2:9][CH3:10])=[O:7])[CH3:1]. (3) Reactant: [H-].[Al+3].[Li+].[H-].[H-].[H-].[Cl:7][C:8]1[CH:13]=[CH:12][C:11]([S:14]([NH:17][C@H:18]2[CH2:24][CH2:23][CH2:22][CH2:21][CH2:20][C@H:19]2[C:25](OC)=[O:26])(=[O:16])=[O:15])=[CH:10][CH:9]=1. Product: [Cl:7][C:8]1[CH:13]=[CH:12][C:11]([S:14]([NH:17][C@@H:18]2[CH2:24][CH2:23][CH2:22][CH2:21][CH2:20][C@@H:19]2[CH2:25][OH:26])(=[O:15])=[O:16])=[CH:10][CH:9]=1. The catalyst class is: 7.